This data is from Reaction yield outcomes from USPTO patents with 853,638 reactions. The task is: Predict the reaction yield, written as a fraction of the theoretical maximum amount of product (1.0 means a 100% yield; for example, 0.34 means a 34% yield). (1) The reactants are CC(C)([O-])C.[Li+].[Cl:7][C:8]1[CH:13]=[CH:12][C:11]([Cl:14])=[CH:10][C:9]=1[N+:15]([O-:17])=[O:16].Cl[CH2:19][C:20]([O:22][C:23]([CH3:26])([CH3:25])[CH3:24])=[O:21]. The catalyst is CC(N(C)C)=O. The product is [C:23]([O:22][C:20](=[O:21])[CH2:19][C:13]1[CH:12]=[C:11]([Cl:14])[CH:10]=[C:9]([N+:15]([O-:17])=[O:16])[C:8]=1[Cl:7])([CH3:26])([CH3:25])[CH3:24]. The yield is 0.880. (2) The reactants are [CH3:1][O:2][C:3](=[O:18])[C@@H:4]([NH:10]C(OC(C)(C)C)=O)[CH2:5][CH2:6][N:7]([CH3:9])[CH3:8].[ClH:19]. The catalyst is O1CCOCC1. The product is [ClH:19].[ClH:19].[NH2:10][C@@H:4]([CH2:5][CH2:6][N:7]([CH3:9])[CH3:8])[C:3]([O:2][CH3:1])=[O:18]. The yield is 0.960.